This data is from NCI-60 drug combinations with 297,098 pairs across 59 cell lines. The task is: Regression. Given two drug SMILES strings and cell line genomic features, predict the synergy score measuring deviation from expected non-interaction effect. (1) Drug 2: CN(CCCl)CCCl.Cl. Cell line: OVCAR-5. Drug 1: CC1=C(C=C(C=C1)NC2=NC=CC(=N2)N(C)C3=CC4=NN(C(=C4C=C3)C)C)S(=O)(=O)N.Cl. Synergy scores: CSS=-0.610, Synergy_ZIP=-0.235, Synergy_Bliss=-0.0110, Synergy_Loewe=-7.58, Synergy_HSA=-2.70. (2) Drug 1: C1=CC=C(C(=C1)C(C2=CC=C(C=C2)Cl)C(Cl)Cl)Cl. Drug 2: N.N.Cl[Pt+2]Cl. Cell line: KM12. Synergy scores: CSS=12.2, Synergy_ZIP=-7.20, Synergy_Bliss=-3.60, Synergy_Loewe=-8.55, Synergy_HSA=-1.61.